Dataset: Catalyst prediction with 721,799 reactions and 888 catalyst types from USPTO. Task: Predict which catalyst facilitates the given reaction. (1) Reactant: [F:1][C:2]([C:5]1[CH:9]=[C:8]([NH2:10])[O:7][N:6]=1)([CH3:4])[CH3:3].C([O-])([O-])=O.[K+].[K+].[C:17](Cl)(=[O:25])[O:18][C:19]1[CH:24]=[CH:23][CH:22]=[CH:21][CH:20]=1.O. Product: [F:1][C:2]([C:5]1[CH:9]=[C:8]([NH:10][C:17](=[O:25])[O:18][C:19]2[CH:24]=[CH:23][CH:22]=[CH:21][CH:20]=2)[O:7][N:6]=1)([CH3:4])[CH3:3]. The catalyst class is: 1. (2) Product: [CH3:12][C:6]1([CH3:13])[C:5]2[C:10](=[CH:11][C:2]([C:22](=[O:28])[CH2:23][CH2:24][CH2:25][CH2:26][CH3:27])=[CH:3][CH:4]=2)[O:9][CH2:8][CH2:7]1. Reactant: Br[C:2]1[CH:11]=[C:10]2[C:5]([C:6]([CH3:13])([CH3:12])[CH2:7][CH2:8][O:9]2)=[CH:4][CH:3]=1.C([Li])CCC.CON(C)[C:22](=[O:28])[CH2:23][CH2:24][CH2:25][CH2:26][CH3:27]. The catalyst class is: 1. (3) Reactant: [Cl:1][C:2]1[CH:7]=[CH:6][CH:5]=[CH:4][C:3]=1[S:8]([NH:11][CH2:12][CH:13]([CH3:15])[CH3:14])(=[O:10])=[O:9].Cl.[Br:17][C:18]1[CH:19]=[N:20][CH:21]=[C:22]([CH2:24]Cl)[CH:23]=1.C(=O)([O-])[O-].[Cs+].[Cs+]. The catalyst class is: 80. Product: [Br:17][C:18]1[CH:23]=[C:22]([CH2:24][N:11]([CH2:12][CH:13]([CH3:15])[CH3:14])[S:8]([C:3]2[CH:4]=[CH:5][CH:6]=[CH:7][C:2]=2[Cl:1])(=[O:9])=[O:10])[CH:21]=[N:20][CH:19]=1. (4) Reactant: [Cl:1][C:2]1[CH:7]=[CH:6][C:5]([CH2:8]Cl)=[CH:4][N:3]=1.[CH3:10][NH:11][CH:12]1[CH2:17][CH2:16][CH2:15][CH2:14][CH2:13]1.C(=O)([O-])[O-].[K+].[K+]. Product: [Cl:1][C:2]1[N:3]=[CH:4][C:5]([CH2:8][N:11]([CH:12]2[CH2:17][CH2:16][CH2:15][CH2:14][CH2:13]2)[CH3:10])=[CH:6][CH:7]=1. The catalyst class is: 10. (5) Reactant: [Cl:1][C:2]1[C:3]([CH3:26])=[C:4]([CH:20]2[CH2:24][C:23](=[O:25])[NH:22][CH2:21]2)[C:5]([O:18][CH3:19])=[C:6]([CH:8]([NH:10][C:11](=[O:17])[O:12][C:13]([CH3:16])([CH3:15])[CH3:14])[CH3:9])[CH:7]=1.[H-].[Na+].[CH3:29]I. Product: [Cl:1][C:2]1[C:3]([CH3:26])=[C:4]([CH:20]2[CH2:24][C:23](=[O:25])[N:22]([CH3:29])[CH2:21]2)[C:5]([O:18][CH3:19])=[C:6]([CH:8]([NH:10][C:11](=[O:17])[O:12][C:13]([CH3:16])([CH3:14])[CH3:15])[CH3:9])[CH:7]=1. The catalyst class is: 3. (6) Reactant: C([N:8]1[CH2:13][CH2:12][CH:11]([C:14]#[N:15])[CH2:10][CH2:9]1)C1C=CC=CC=1.[Cl:16]C(OC(Cl)C)=O. Product: [ClH:16].[NH:8]1[CH2:13][CH2:12][CH:11]([C:14]#[N:15])[CH2:10][CH2:9]1. The catalyst class is: 26. (7) Reactant: N#N.C(OC(=O)[N:9]([C:22]([C:24]1[N:25]=[C:26]([CH2:35][CH3:36])[O:27][C:28]=1[C:29]1[CH:34]=[CH:33][CH:32]=[CH:31][CH:30]=1)=[O:23])[C:10]1[N:11]=[C:12]([CH2:15][CH2:16][CH2:17][CH2:18][C:19](=[O:21])[CH3:20])[O:13][CH:14]=1)(C)(C)C.FC(F)(F)C(O)=O. Product: [O:21]=[C:19]([CH3:20])[CH2:18][CH2:17][CH2:16][CH2:15][C:12]1[O:13][CH:14]=[C:10]([NH:9][C:22]([C:24]2[N:25]=[C:26]([CH2:35][CH3:36])[O:27][C:28]=2[C:29]2[CH:34]=[CH:33][CH:32]=[CH:31][CH:30]=2)=[O:23])[N:11]=1. The catalyst class is: 2.